Task: Predict the reaction yield, written as a fraction of the theoretical maximum amount of product (1.0 means a 100% yield; for example, 0.34 means a 34% yield).. Dataset: Reaction yield outcomes from USPTO patents with 853,638 reactions (1) The reactants are [C:1]([OH:9])(=[O:8])[C:2]1[CH:7]=[CH:6][CH:5]=[CH:4][CH:3]=1.Br[CH2:11][C:12]#[N:13]. The catalyst is CN(C)C=O. The product is [C:1]([O:9][CH2:11][C:12]#[N:13])(=[O:8])[C:2]1[CH:7]=[CH:6][CH:5]=[CH:4][CH:3]=1. The yield is 0.950. (2) The reactants are Cl.FC1C=C(C=CC=1)CN1C=C(C2C3C(=NC=C(C4C=CC(C5CCNCC5)=CC=4)C=3)N(S(C3C=CC(C)=CC=3)(=O)=O)C=2)C=N1.[F:46][C:47]1[CH:48]=[C:49]([CH:96]=[CH:97][CH:98]=1)[CH2:50][N:51]1[CH:55]=[C:54]([C:56]2[C:64]3[C:59](=[N:60][CH:61]=[C:62]([C:65]4[CH:70]=[CH:69][C:68]([N:71]5[CH2:76][CH2:75][N:74]([CH2:77][C:78]([NH2:80])=[O:79])[CH2:73][CH2:72]5)=[C:67]([NH:81][S:82]([CH3:85])(=[O:84])=[O:83])[CH:66]=4)[CH:63]=3)[N:58](S(C3C=CC(C)=CC=3)(=O)=O)[CH:57]=2)[CH:53]=[N:52]1.[OH-].[Li+]. The catalyst is C1COCC1.CO.O. The product is [F:46][C:47]1[CH:48]=[C:49]([CH:96]=[CH:97][CH:98]=1)[CH2:50][N:51]1[CH:55]=[C:54]([C:56]2[C:64]3[C:59](=[N:60][CH:61]=[C:62]([C:65]4[CH:70]=[CH:69][C:68]([N:71]5[CH2:72][CH2:73][N:74]([CH2:77][C:78]([NH2:80])=[O:79])[CH2:75][CH2:76]5)=[C:67]([NH:81][S:82]([CH3:85])(=[O:83])=[O:84])[CH:66]=4)[CH:63]=3)[NH:58][CH:57]=2)[CH:53]=[N:52]1. The yield is 0.236. (3) The reactants are [CH3:1][O:2][CH2:3][CH2:4][CH2:5][N:6]1[C:14]2[C:9](=[CH:10][CH:11]=[C:12]([N+:15]([O-])=O)[CH:13]=2)[CH:8]=[N:7]1. The catalyst is CO.[Ni]. The product is [CH3:1][O:2][CH2:3][CH2:4][CH2:5][N:6]1[C:14]2[C:9](=[CH:10][CH:11]=[C:12]([NH2:15])[CH:13]=2)[CH:8]=[N:7]1. The yield is 0.940. (4) The reactants are [C:1]([C:3]1[CH:4]=[CH:5][C:6]([N:9]2[CH2:13][CH2:12][CH:11]([N:14](C)[C:15](=O)OC(C)(C)C)[CH2:10]2)=[N:7][CH:8]=1)#[N:2].[ClH:23]. The catalyst is CCOC(C)=O. The product is [ClH:23].[CH3:15][NH:14][CH:11]1[CH2:12][CH2:13][N:9]([C:6]2[CH:5]=[CH:4][C:3]([C:1]#[N:2])=[CH:8][N:7]=2)[CH2:10]1. The yield is 0.990. (5) The reactants are F[C:2]1[CH:9]=[CH:8][C:7]([CH:10]=[O:11])=[CH:6][C:3]=1[C:4]#[N:5].C([O-])([O-])=O.[K+].[K+].[N+:18]([C:21]1[N:25]=[CH:24][NH:23][N:22]=1)([O-:20])=[O:19]. The catalyst is CN(C=O)C.O. The product is [CH:10]([C:7]1[CH:8]=[CH:9][C:2]([N:23]2[CH:24]=[N:25][C:21]([N+:18]([O-:20])=[O:19])=[N:22]2)=[C:3]([CH:6]=1)[C:4]#[N:5])=[O:11]. The yield is 0.450.